From a dataset of Forward reaction prediction with 1.9M reactions from USPTO patents (1976-2016). Predict the product of the given reaction. The product is: [O:10]1[CH:15]=[CH:14][CH2:13][CH2:12][CH:11]1[CH:16]([NH:9][CH2:8][CH2:7][CH2:6][N:1]1[CH:5]=[CH:4][N:3]=[CH:2]1)[C:26]1[N:25]([CH2:27][CH2:28][N:29]([CH3:31])[CH3:30])[N:24]=[N:23][N:22]=1. Given the reactants [N:1]1([CH2:6][CH2:7][CH2:8][NH2:9])[CH:5]=[CH:4][N:3]=[CH:2]1.[O:10]1[CH:15]=[CH:14][CH2:13][CH2:12][CH:11]1[CH:16]=O.C[Si]([N:22]=[N+:23]=[N-:24])(C)C.[N+:25]([CH2:27][CH2:28][N:29]([CH3:31])[CH3:30])#[C-:26], predict the reaction product.